From a dataset of Full USPTO retrosynthesis dataset with 1.9M reactions from patents (1976-2016). Predict the reactants needed to synthesize the given product. (1) The reactants are: [O:1]=[C:2]1[C:11]2[C:6](=[CH:7][CH:8]=[CH:9][CH:10]=2)[N:5]2[N:12]=[C:13]([CH2:15][C:16]3[CH:17]=[C:18]([CH:21]=[CH:22][CH:23]=3)[C:19]#[N:20])[CH:14]=[C:4]2[NH:3]1. Given the product [NH2:20][CH2:19][C:18]1[CH:17]=[C:16]([CH:23]=[CH:22][CH:21]=1)[CH2:15][C:13]1[CH:14]=[C:4]2[NH:3][C:2](=[O:1])[C:11]3[C:6]([N:5]2[N:12]=1)=[CH:7][CH:8]=[CH:9][CH:10]=3, predict the reactants needed to synthesize it. (2) Given the product [N+:35]([C:27]1[CH:28]=[CH:29][C:30]([C:31]2[N:14]=[C:15]3[N:19]([CH:33]=2)[C:18]2[CH:20]=[CH:21][C:22]([OH:24])=[CH:23][C:17]=2[S:16]3)=[CH:25][CH:26]=1)([O-:37])=[O:36], predict the reactants needed to synthesize it. The reactants are: C(=O)([O-])[O-].C(=O)(O)[O-].C(=O)(O)[O-].[Na+].[NH2:14][C:15]1[S:16][C:17]2[CH:23]=[C:22]([OH:24])[CH:21]=[CH:20][C:18]=2[N:19]=1.[CH:25]1[C:30]([C:31]([CH2:33]Br)=O)=[CH:29][CH:28]=[C:27]([N+:35]([O-:37])=[O:36])[CH:26]=1.